This data is from TCR-epitope binding with 47,182 pairs between 192 epitopes and 23,139 TCRs. The task is: Binary Classification. Given a T-cell receptor sequence (or CDR3 region) and an epitope sequence, predict whether binding occurs between them. (1) The epitope is YLDAYNMMI. The TCR CDR3 sequence is CAISERDRGQNEQFF. Result: 1 (the TCR binds to the epitope). (2) The epitope is HTDFSSEIIGY. The TCR CDR3 sequence is CSGRDRDYNEQFF. Result: 0 (the TCR does not bind to the epitope). (3) The epitope is HPVGEADYFEY. The TCR CDR3 sequence is CSVYRDIMNTEAFF. Result: 0 (the TCR does not bind to the epitope). (4) The epitope is WICLLQFAY. The TCR CDR3 sequence is CASSLVGGVYGYTF. Result: 1 (the TCR binds to the epitope). (5) Result: 1 (the TCR binds to the epitope). The TCR CDR3 sequence is CASSQEWGAYNEQFF. The epitope is ILGLPTQTV. (6) The epitope is VVYRGTTTY. The TCR CDR3 sequence is CASSLSQGGEAFF. Result: 1 (the TCR binds to the epitope). (7) The epitope is KLWAQCVQL. The TCR CDR3 sequence is CASTLESGVPYEQYF. Result: 1 (the TCR binds to the epitope).